This data is from Catalyst prediction with 721,799 reactions and 888 catalyst types from USPTO. The task is: Predict which catalyst facilitates the given reaction. (1) Reactant: C[O:2][C:3](=[O:31])[C:4]1[CH:9]=[CH:8][C:7]([C:10]2[CH2:14][C:13]([C:19]3[CH:24]=[C:23]([Cl:25])[CH:22]=[C:21]([Cl:26])[CH:20]=3)([C:15]([F:18])([F:17])[F:16])[O:12][N:11]=2)=[CH:6][C:5]=1[C:27]([F:30])([F:29])[F:28].[OH-].[K+].Cl. Product: [Cl:26][C:21]1[CH:20]=[C:19]([C:13]2([C:15]([F:17])([F:16])[F:18])[O:12][N:11]=[C:10]([C:7]3[CH:8]=[CH:9][C:4]([C:3]([OH:31])=[O:2])=[C:5]([C:27]([F:30])([F:28])[F:29])[CH:6]=3)[CH2:14]2)[CH:24]=[C:23]([Cl:25])[CH:22]=1. The catalyst class is: 193. (2) Reactant: [CH2:1]([O:8][C:9]1[C:16]([CH3:17])=[CH:15][CH:14]=[CH:13][C:10]=1[CH:11]=[O:12])[C:2]1[CH:7]=[CH:6][CH:5]=[CH:4][CH:3]=1.[CH3:18][O:19][C:20]1[CH:25]=[CH:24][C:23]([Mg]Br)=[CH:22][CH:21]=1.[Cl-].[NH4+]. Product: [CH2:1]([O:8][C:9]1[C:16]([CH3:17])=[CH:15][CH:14]=[CH:13][C:10]=1[CH:11]([C:23]1[CH:24]=[CH:25][C:20]([O:19][CH3:18])=[CH:21][CH:22]=1)[OH:12])[C:2]1[CH:3]=[CH:4][CH:5]=[CH:6][CH:7]=1. The catalyst class is: 1. (3) Reactant: C([O:3][C:4](=[O:25])/[CH:5]=[CH:6]/[C:7]1[CH:12]=[CH:11][C:10]([C:13]#[C:14][C:15]2[CH:20]=[CH:19][CH:18]=[C:17]([C:21]([CH3:24])([CH3:23])[CH3:22])[CH:16]=2)=[CH:9][CH:8]=1)C.[OH-].[Li+].Cl. Product: [C:21]([C:17]1[CH:16]=[C:15]([C:14]#[C:13][C:10]2[CH:11]=[CH:12][C:7](/[CH:6]=[CH:5]/[C:4]([OH:25])=[O:3])=[CH:8][CH:9]=2)[CH:20]=[CH:19][CH:18]=1)([CH3:24])([CH3:22])[CH3:23]. The catalyst class is: 199. (4) Reactant: [F:1][C:2]([F:14])([F:13])[O:3][C:4]1[CH:9]=[CH:8][C:7](B(O)O)=[CH:6][CH:5]=1.[Br:15][C:16]1[CH:21]=[CH:20][C:19]([OH:22])=[CH:18][CH:17]=1.C(N(C(C)C)CC)(C)C.N1C=CC=CC=1. Product: [Br:15][C:16]1[CH:21]=[CH:20][C:19]([O:22][C:7]2[CH:8]=[CH:9][C:4]([O:3][C:2]([F:14])([F:13])[F:1])=[CH:5][CH:6]=2)=[CH:18][CH:17]=1. The catalyst class is: 221. (5) Reactant: [S:1]1[C:5]2[CH:6]=[CH:7][CH:8]=[CH:9][C:4]=2[N:3]=[C:2]1[O:10][C:11]1[CH:19]=[CH:18][C:14]([C:15](O)=[O:16])=[C:13]([F:20])[CH:12]=1.CCN(CC)CC.C(OC(Cl)=O)C(C)C.[BH4-].[Na+]. Product: [S:1]1[C:5]2[CH:6]=[CH:7][CH:8]=[CH:9][C:4]=2[N:3]=[C:2]1[O:10][C:11]1[CH:19]=[CH:18][C:14]([CH2:15][OH:16])=[C:13]([F:20])[CH:12]=1. The catalyst class is: 20. (6) The catalyst class is: 3. Reactant: [CH3:1][O:2][C:3]1[CH:8]=[CH:7][C:6]([CH2:9][NH2:10])=[CH:5][CH:4]=1.[O:11]=[C:12]1[CH2:17][CH2:16][CH:15]([S:18](Cl)(=[O:20])=[O:19])[CH2:14][CH2:13]1.C(N(CC)CC)C. Product: [CH3:1][O:2][C:3]1[CH:8]=[CH:7][C:6]([CH2:9][NH:10][S:18]([CH:15]2[CH2:16][CH2:17][C:12](=[O:11])[CH2:13][CH2:14]2)(=[O:20])=[O:19])=[CH:5][CH:4]=1. (7) Reactant: F[C:2]1[C:11]2[C:6](=[CH:7][CH:8]=[CH:9][CH:10]=2)[C:5]([S:12]([C:15]2[CH:20]=[CH:19][CH:18]=[CH:17][CH:16]=2)(=[O:14])=[O:13])=[CH:4][CH:3]=1.[NH:21]1[CH2:26][CH2:25][NH:24][CH2:23][CH2:22]1. Product: [C:15]1([S:12]([C:5]2[C:6]3[C:11](=[CH:10][CH:9]=[CH:8][CH:7]=3)[C:2]([N:21]3[CH2:26][CH2:25][NH:24][CH2:23][CH2:22]3)=[CH:3][CH:4]=2)(=[O:14])=[O:13])[CH:20]=[CH:19][CH:18]=[CH:17][CH:16]=1. The catalyst class is: 10. (8) Reactant: [C:1]1([CH2:7][CH2:8][C:9]([NH:11][C:12]2[CH:21]=[CH:20][C:15]([C:16](OC)=[O:17])=[CH:14][CH:13]=2)=[O:10])[CH:6]=[CH:5][CH:4]=[CH:3][CH:2]=1.O.[NH2:23][NH2:24]. Product: [NH:23]([C:16]([C:15]1[CH:20]=[CH:21][C:12]([NH:11][C:9](=[O:10])[CH2:8][CH2:7][C:1]2[CH:6]=[CH:5][CH:4]=[CH:3][CH:2]=2)=[CH:13][CH:14]=1)=[O:17])[NH2:24]. The catalyst class is: 14. (9) Reactant: [CH3:1][O:2][C:3]1[CH:4]=[C:5]([CH2:9][CH:10]([CH2:17][CH2:18][CH3:19])[CH2:11][C:12]([O:14]CC)=[O:13])[CH:6]=[CH:7][CH:8]=1.[OH-].[Na+]. Product: [CH3:1][O:2][C:3]1[CH:4]=[C:5]([CH2:9][CH:10]([CH2:17][CH2:18][CH3:19])[CH2:11][C:12]([OH:14])=[O:13])[CH:6]=[CH:7][CH:8]=1. The catalyst class is: 242.